Dataset: Catalyst prediction with 721,799 reactions and 888 catalyst types from USPTO. Task: Predict which catalyst facilitates the given reaction. (1) Reactant: [CH3:1][S:2][C:3]1[N:8]=[C:7]([C:9](=[N:11][OH:12])[NH2:10])[CH:6]=[C:5]([C:13]([F:16])([F:15])[F:14])[N:4]=1.[C:17](N1C=CN=C1)(N1C=CN=C1)=[O:18].N12CCCN=C1CCCCC2.Cl. Product: [CH3:1][S:2][C:3]1[N:8]=[C:7]([C:9]2[NH:11][O:12][C:17](=[O:18])[N:10]=2)[CH:6]=[C:5]([C:13]([F:16])([F:14])[F:15])[N:4]=1. The catalyst class is: 132. (2) Reactant: [F:1][C:2]1([F:16])[CH:7]([OH:8])[CH2:6][CH2:5][N:4]([C:9]([O:11][C:12]([CH3:15])([CH3:14])[CH3:13])=[O:10])[CH2:3]1.CC(C)([O-])C.[K+].F[C:24]1[CH:31]=[CH:30][C:29]([C:32]2[N:37]=[C:36]([NH:38][C:39]3[CH:44]=[CH:43][C:42]([N:45]4[CH2:50][CH2:49][N:48]([CH:51]5[CH2:54][O:53][CH2:52]5)[CH2:47][CH2:46]4)=[CH:41][CH:40]=3)[N:35]=[CH:34][N:33]=2)=[CH:28][C:25]=1[C:26]#[N:27]. Product: [C:26]([C:25]1[CH:28]=[C:29]([C:32]2[N:37]=[C:36]([NH:38][C:39]3[CH:40]=[CH:41][C:42]([N:45]4[CH2:50][CH2:49][N:48]([CH:51]5[CH2:52][O:53][CH2:54]5)[CH2:47][CH2:46]4)=[CH:43][CH:44]=3)[N:35]=[CH:34][N:33]=2)[CH:30]=[CH:31][C:24]=1[O:8][CH:7]1[CH2:6][CH2:5][N:4]([C:9]([O:11][C:12]([CH3:13])([CH3:15])[CH3:14])=[O:10])[CH2:3][C:2]1([F:1])[F:16])#[N:27]. The catalyst class is: 2. (3) Reactant: [CH:1]([N:4]1[C:8]([C:9]2[S:10][C:11]3[CH2:12][CH2:13][O:14][C:15]4[CH:22]=[C:21]([CH:23]5[CH2:28][CH2:27][N:26]([CH2:29][CH2:30][O:31]C6CCCCO6)[CH2:25][CH2:24]5)[CH:20]=[CH:19][C:16]=4[C:17]=3[N:18]=2)=[N:7][CH:6]=[N:5]1)([CH3:3])[CH3:2].Cl. Product: [CH:1]([N:4]1[C:8]([C:9]2[S:10][C:11]3[CH2:12][CH2:13][O:14][C:15]4[CH:22]=[C:21]([CH:23]5[CH2:28][CH2:27][N:26]([CH2:29][CH2:30][OH:31])[CH2:25][CH2:24]5)[CH:20]=[CH:19][C:16]=4[C:17]=3[N:18]=2)=[N:7][CH:6]=[N:5]1)([CH3:3])[CH3:2]. The catalyst class is: 5. (4) Product: [CH2:1]([C:8]1[N:9]=[CH:10][C:11]([CH:14]=[O:15])=[CH:12][CH:13]=1)[C:2]1[CH:3]=[CH:4][CH:5]=[CH:6][CH:7]=1. Reactant: [CH2:1]([C:8]1[CH:13]=[CH:12][C:11]([CH:14]2OCC[O:15]2)=[CH:10][N:9]=1)[C:2]1[CH:7]=[CH:6][CH:5]=[CH:4][CH:3]=1. The catalyst class is: 33. (5) Reactant: [CH2:1]([O:3][C:4](=[O:21])[CH2:5][O:6][C:7]1[CH:12]=[C:11]([O:13][CH3:14])[C:10]([Cl:15])=[CH:9][C:8]=1[CH:16]([OH:20])[CH:17]([CH3:19])[CH3:18])[CH3:2]. Product: [CH2:1]([O:3][C:4](=[O:21])[CH2:5][O:6][C:7]1[CH:12]=[C:11]([O:13][CH3:14])[C:10]([Cl:15])=[CH:9][C:8]=1[C:16](=[O:20])[CH:17]([CH3:18])[CH3:19])[CH3:2]. The catalyst class is: 177. (6) Reactant: C(OC([N:8]1[CH2:13][CH2:12][N:11]([C:14]([C:16]2[C:24]3[C:19](=[CH:20][CH:21]=[C:22]([O:25][CH3:26])[CH:23]=3)[N:18]([C:27]3[CH:32]=[CH:31][CH:30]=[CH:29][CH:28]=3)[C:17]=2[CH2:33][C:34]2[CH:39]=[CH:38][CH:37]=[C:36]([F:40])[C:35]=2[CH3:41])=[O:15])[CH2:10][CH2:9]1)=O)(C)(C)C.[C:42]([OH:48])([C:44]([F:47])([F:46])[F:45])=[O:43]. Product: [F:40][C:36]1[C:35]([CH3:41])=[C:34]([CH:39]=[CH:38][CH:37]=1)[CH2:33][C:17]1[N:18]([C:27]2[CH:28]=[CH:29][CH:30]=[CH:31][CH:32]=2)[C:19]2[C:24]([C:16]=1[C:14]([N:11]1[CH2:10][CH2:9][NH:8][CH2:13][CH2:12]1)=[O:15])=[CH:23][C:22]([O:25][CH3:26])=[CH:21][CH:20]=2.[F:45][C:44]([F:47])([F:46])[C:42]([OH:48])=[O:43].[F:40][C:36]1[C:35]([CH3:41])=[C:34]([CH:39]=[CH:38][CH:37]=1)[CH2:33][C:17]1[N:18]([C:27]2[CH:28]=[CH:29][CH:30]=[CH:31][CH:32]=2)[C:19]2[C:24]([C:16]=1[C:14]([N:11]1[CH2:10][CH2:9][NH:8][CH2:13][CH2:12]1)=[O:15])=[CH:23][C:22]([O:25][CH3:26])=[CH:21][CH:20]=2. The catalyst class is: 2.